This data is from Reaction yield outcomes from USPTO patents with 853,638 reactions. The task is: Predict the reaction yield, written as a fraction of the theoretical maximum amount of product (1.0 means a 100% yield; for example, 0.34 means a 34% yield). (1) The reactants are [NH2:1][NH2:2].[Cl:3][C:4]1[CH:9]=[CH:8][C:7]([C@H:10]2[CH2:15][CH2:14][NH:13][C:12](=O)[NH:11]2)=[CH:6][CH:5]=1.[O:17]=[C:18]1[C:26]2[C:21](=[CH:22][CH:23]=[CH:24][CH:25]=2)[C:20](=[O:27])[N:19]1[CH2:28][C:29](=O)[C:30]([O:32]CC)=O. The catalyst is CCO. The product is [Cl:3][C:4]1[CH:9]=[CH:8][C:7]([C@H:10]2[CH2:15][CH2:14][N:13]3[C:12]([NH:1][N:2]=[C:29]([CH2:28][N:19]4[C:18](=[O:17])[C:26]5[C:21](=[CH:22][CH:23]=[CH:24][CH:25]=5)[C:20]4=[O:27])[C:30]3=[O:32])=[N:11]2)=[CH:6][CH:5]=1. The yield is 1.00. (2) The reactants are C(O[C:6](=[O:15])[NH:7][C:8]1[CH:13]=[CH:12][C:11]([Cl:14])=[CH:10][CH:9]=1)(C)(C)C.[Li]C(C)(C)C.[C:21]([N:25]=[C:26]=[O:27])([CH3:24])([CH3:23])[CH3:22]. The catalyst is C1COCC1. The product is [C:21]([N:25]1[C:26](=[O:27])[C:9]2[C:8](=[CH:13][CH:12]=[C:11]([Cl:14])[CH:10]=2)[NH:7][C:6]1=[O:15])([CH3:24])([CH3:23])[CH3:22]. The yield is 1.00.